Task: Predict which catalyst facilitates the given reaction.. Dataset: Catalyst prediction with 721,799 reactions and 888 catalyst types from USPTO (1) Reactant: C(OC([N:8]1[CH2:12][CH2:11][CH2:10][C@@H:9]1[CH2:13][O:14][C:15]1[CH:20]=[CH:19][CH:18]=[CH:17][C:16]=1[C:21]([N:23]1[CH2:37][C:26]2=[C:27]3[N:32]([N:33]=[C:25]2[CH2:24]1)[C:31]([CH3:34])=[C:30]([Cl:35])[C:29]([CH3:36])=[N:28]3)=[O:22])=O)(C)(C)C.Cl. Product: [Cl:35][C:30]1[C:29]([CH3:36])=[N:28][C:27]2[N:32]([N:33]=[C:25]3[CH2:24][N:23]([C:21]([C:16]4[CH:17]=[CH:18][CH:19]=[CH:20][C:15]=4[O:14][CH2:13][C@H:9]4[CH2:10][CH2:11][CH2:12][NH:8]4)=[O:22])[CH2:37][C:26]3=2)[C:31]=1[CH3:34]. The catalyst class is: 2. (2) Product: [CH2:18]([O:20][C:21]([C:23]1[C:27]([CH2:28][CH2:29][CH2:30][N:31]2[CH2:36][CH2:35][N:34]([CH3:37])[CH2:33][CH2:32]2)=[C:26]([CH:38]=[C:10]2[C:9]3[C:13](=[CH:14][CH:15]=[CH:16][C:8]=3[C:4]3[CH:5]=[CH:6][CH:7]=[C:2]([F:1])[CH:3]=3)[NH:12][C:11]2=[O:17])[NH:25][C:24]=1[CH3:40])=[O:22])[CH3:19]. Reactant: [F:1][C:2]1[CH:3]=[C:4]([C:8]2[CH:16]=[CH:15][CH:14]=[C:13]3[C:9]=2[CH2:10][C:11](=[O:17])[NH:12]3)[CH:5]=[CH:6][CH:7]=1.[CH2:18]([O:20][C:21]([C:23]1[C:27]([CH2:28][CH2:29][CH2:30][N:31]2[CH2:36][CH2:35][N:34]([CH3:37])[CH2:33][CH2:32]2)=[C:26]([CH:38]=O)[NH:25][C:24]=1[CH3:40])=[O:22])[CH3:19]. The catalyst class is: 360. (3) Reactant: [NH2:1][C:2]1[CH:6]=[CH:5][S:4][C:3]=1[C:7]([O:9][CH3:10])=[O:8].[C:11]1(=O)[CH2:14][CH2:13][CH2:12]1.C(O[BH-](OC(=O)C)OC(=O)C)(=O)C.[Na+].C(=O)(O)[O-].[Na+]. Product: [CH:11]1([NH:1][C:2]2[CH:6]=[CH:5][S:4][C:3]=2[C:7]([O:9][CH3:10])=[O:8])[CH2:14][CH2:13][CH2:12]1. The catalyst class is: 322. (4) Reactant: [Br:1][C:2]1[CH:3]=[C:4]2[C:8](=[CH:9][CH:10]=1)[NH:7][CH2:6][CH2:5]2.[C:11](Cl)(=[O:13])[CH3:12]. Product: [Br:1][C:2]1[CH:3]=[C:4]2[C:8](=[CH:9][CH:10]=1)[N:7]([C:11](=[O:13])[CH3:12])[CH2:6][CH2:5]2. The catalyst class is: 15. (5) Reactant: Cl[C:2]1[C:7]2[NH:8][CH:9]=[N:10][C:6]=2[CH:5]=[C:4]([Cl:11])[N:3]=1.[CH3:12][S-:13].[Na+].O. The catalyst class is: 3. Product: [Cl:11][C:4]1[N:3]=[C:2]([S:13][CH3:12])[C:7]2[NH:8][CH:9]=[N:10][C:6]=2[CH:5]=1. (6) Reactant: [Br:1][C:2]1[CH:3]=[C:4]([CH:8]=[CH:9][CH:10]=1)[C:5]([NH2:7])=O.COC1C=CC(P2(SP(C3C=CC(OC)=CC=3)(=S)S2)=[S:20])=CC=1. Product: [Br:1][C:2]1[CH:3]=[C:4]([CH:8]=[CH:9][CH:10]=1)[C:5]([NH2:7])=[S:20]. The catalyst class is: 7. (7) Reactant: [CH2:1]([O:3][C:4](=[O:28])[C:5]1[CH:10]=[CH:9][C:8]([C:11]#[C:12][C:13]2[CH:14]=[C:15]3[C:20](=[CH:21][CH:22]=2)N(C2CC2)CCC3(C)C)=[CH:7][CH:6]=1)[CH3:2].[CH2:29]([O:31][C:32](=O)[C:33]1[CH:38]=CC(I)=CC=1)C. Product: [CH3:29][O:31][C:32]1([C:20]2[CH:15]=[CH:14][C:13]([C:12]#[C:11][C:8]3[CH:9]=[CH:10][C:5]([C:4]([O:3][CH2:1][CH3:2])=[O:28])=[CH:6][CH:7]=3)=[CH:22][CH:21]=2)[CH2:33][CH2:38]1. The catalyst class is: 337. (8) Reactant: N[C:2]1[CH:18]=[C:17]([C:19]([F:22])([F:21])[F:20])[C:5]2[N:6]([C:10]3[CH:15]=[CH:14][CH:13]=[C:12]([Cl:16])[CH:11]=3)[C:7](=[O:9])[NH:8][C:4]=2[CH:3]=1.[C:23]([Cu])#[N:24].N(OC(C)(C)C)=O.O. Product: [Cl:16][C:12]1[CH:11]=[C:10]([N:6]2[C:5]3[C:17]([C:19]([F:21])([F:22])[F:20])=[CH:18][C:2]([C:23]#[N:24])=[CH:3][C:4]=3[NH:8][C:7]2=[O:9])[CH:15]=[CH:14][CH:13]=1. The catalyst class is: 16. (9) Reactant: [CH3:1][C:2]1[C:6]([C:7]2[C:15]3[O:16][CH2:17][CH:18]([C:19]4[CH:24]=[CH:23][CH:22]=[CH:21][CH:20]=4)[N:13]4[C:14]=3[C:10]([C:11](=[O:25])[NH:12]4)=[CH:9][CH:8]=2)=[C:5]([CH3:26])[O:4][N:3]=1.[H-].[Na+].[CH3:29]I. Product: [CH3:1][C:2]1[C:6]([C:7]2[C:15]3[O:16][CH2:17][CH:18]([C:19]4[CH:24]=[CH:23][CH:22]=[CH:21][CH:20]=4)[N:13]4[C:14]=3[C:10]([C:11]([O:25][CH3:29])=[N:12]4)=[CH:9][CH:8]=2)=[C:5]([CH3:26])[O:4][N:3]=1. The catalyst class is: 9.